From a dataset of Full USPTO retrosynthesis dataset with 1.9M reactions from patents (1976-2016). Predict the reactants needed to synthesize the given product. (1) Given the product [CH2:1]([O:3][C:4]([C@H:6]1[CH2:7][C@H:8]([CH2:10][NH:24][C:27]([O:21][CH2:14][C:15]2[CH:20]=[CH:19][CH:18]=[CH:17][CH:16]=2)=[O:36])[CH2:9]1)=[O:5])[CH3:2], predict the reactants needed to synthesize it. The reactants are: [CH2:1]([O:3][C:4]([C@H:6]1[CH2:9][C@H:8]([CH2:10]C(O)=O)[CH2:7]1)=[O:5])[CH3:2].[CH2:14]([OH:21])[C:15]1[CH:20]=[CH:19][CH:18]=[CH:17][CH:16]=1.C([N:24]([CH2:27]C)CC)C.C1(P(N=[N+]=[N-])(C2C=CC=CC=2)=[O:36])C=CC=CC=1. (2) Given the product [CH3:3][C:4]1[N:13]([CH3:19])[C:12](=[O:14])[C:11]2[C:6](=[CH:7][C:8]([C:15]([O:17][CH3:18])=[O:16])=[CH:9][CH:10]=2)[N:5]=1, predict the reactants needed to synthesize it. The reactants are: [H-].[Na+].[CH3:3][C:4]1[NH:13][C:12](=[O:14])[C:11]2[C:6](=[CH:7][C:8]([C:15]([O:17][CH3:18])=[O:16])=[CH:9][CH:10]=2)[N:5]=1.[CH3:19]I. (3) Given the product [Cl:26][C:15]1[N:14]2[C:10](=[N:11][C:12]3[CH:20]=[CH:19][CH:18]=[CH:17][C:13]=32)[C:9]([C:21]#[N:22])=[C:8]([CH3:23])[C:7]=1[CH:3]1[CH2:4][CH2:5][CH2:6][CH:1]=[CH:2]1, predict the reactants needed to synthesize it. The reactants are: [CH:1]1[CH2:6][CH2:5][CH2:4][CH:3]([C:7]2[C:15](=O)[N:14]3[C:10]([NH:11][C:12]4[CH:20]=[CH:19][CH:18]=[CH:17][C:13]=43)=[C:9]([C:21]#[N:22])[C:8]=2[CH3:23])[CH:2]=1.P(Cl)(Cl)([Cl:26])=O.